This data is from Full USPTO retrosynthesis dataset with 1.9M reactions from patents (1976-2016). The task is: Predict the reactants needed to synthesize the given product. (1) Given the product [CH:3]1([C@H:7]([NH:9][C:10]2[N:18]=[C:17]([C:19]#[N:20])[N:16]=[C:15]3[C:11]=2[N:12]([CH2:24][C:25]2[CH:30]=[CH:29][C:28]([C:31]([F:33])([F:34])[F:32])=[CH:27][CH:26]=2)[C:13]([CH:21]([O:23][CH2:35][CH:36]([CH3:38])[CH3:37])[CH3:22])=[N:14]3)[CH3:8])[CH2:6][CH2:5][CH2:4]1, predict the reactants needed to synthesize it. The reactants are: [H-].[Na+].[CH:3]1([C@H:7]([NH:9][C:10]2[N:18]=[C:17]([C:19]#[N:20])[N:16]=[C:15]3[C:11]=2[N:12]([CH2:24][C:25]2[CH:30]=[CH:29][C:28]([C:31]([F:34])([F:33])[F:32])=[CH:27][CH:26]=2)[C:13]([CH:21]([OH:23])[CH3:22])=[N:14]3)[CH3:8])[CH2:6][CH2:5][CH2:4]1.[CH2:35](Br)[CH:36]([CH3:38])[CH3:37]. (2) Given the product [OH:1][C:2]1[CH:11]=[C:10]2[C:5]([CH2:6][C@@H:7]([C:12]([O:14][CH3:15])=[O:13])[N:8]([C:21]([O:23][CH2:24][C:25]3[CH:30]=[CH:29][CH:28]=[CH:27][CH:26]=3)=[O:22])[CH2:9]2)=[CH:4][CH:3]=1, predict the reactants needed to synthesize it. The reactants are: [OH:1][C:2]1[CH:11]=[C:10]2[C:5]([CH2:6][C@@H:7]([C:12]([OH:14])=[O:13])[NH:8][CH2:9]2)=[CH:4][CH:3]=1.[C:15](=O)(O)[O-].[Na+].Cl[C:21]([O:23][CH2:24][C:25]1[CH:30]=[CH:29][CH:28]=[CH:27][CH:26]=1)=[O:22].C[Si](C=[N+]=[N-])(C)C. (3) Given the product [CH2:17]([O:19][C:20]([C:22]1[N:23]=[C:24]([C:16]#[C:15][C:12]2[N:11]=[N:10][C:9]([O:8][CH2:1][C:2]3[CH:3]=[CH:4][CH:5]=[CH:6][CH:7]=3)=[CH:14][CH:13]=2)[S:25][CH:26]=1)=[O:21])[CH3:18], predict the reactants needed to synthesize it. The reactants are: [CH2:1]([O:8][C:9]1[N:10]=[N:11][C:12]([C:15]#[CH:16])=[CH:13][CH:14]=1)[C:2]1[CH:7]=[CH:6][CH:5]=[CH:4][CH:3]=1.[CH2:17]([O:19][C:20]([C:22]1[N:23]=[C:24](I)[S:25][CH:26]=1)=[O:21])[CH3:18].